Task: Predict which catalyst facilitates the given reaction.. Dataset: Catalyst prediction with 721,799 reactions and 888 catalyst types from USPTO (1) Reactant: [C:1]([OH:6])(=[O:5])[C:2]([OH:4])=[O:3].O.O.O.O.C([O-])(=[O:13])C.[Mn+2:15].C([O-])(=O)C. Product: [OH2:3].[OH2:13].[C:1]([O-:6])(=[O:5])[C:2]([O-:4])=[O:3].[Mn+2:15]. The catalyst class is: 6. (2) Reactant: [NH2:1][C:2]1[CH:7]=[C:6]([O:8][C:9]2[CH:10]=[C:11]3[C:16](=[CH:17][CH:18]=2)[N:15]=[C:14]([NH:19][C:20]2[CH:25]=[CH:24][CH:23]=[CH:22][C:21]=2[N:26]2[CH2:31][CH2:30][O:29][CH2:28][CH2:27]2)[N:13]=[CH:12]3)[CH:5]=[CH:4][N:3]=1.[C:32](OC(=O)C)(=[O:34])[CH3:33].C(N(CC)CC)C. Product: [O:29]1[CH2:28][CH2:27][N:26]([C:21]2[CH:22]=[CH:23][CH:24]=[CH:25][C:20]=2[NH:19][C:14]2[N:13]=[CH:12][C:11]3[C:16](=[CH:17][CH:18]=[C:9]([O:8][C:6]4[CH:5]=[CH:4][N:3]=[C:2]([NH:1][C:32](=[O:34])[CH3:33])[CH:7]=4)[CH:10]=3)[N:15]=2)[CH2:31][CH2:30]1. The catalyst class is: 2. (3) Product: [CH3:31][O:30][C:27]1[CH:28]=[C:29]2[C:24](=[CH:25][CH:26]=1)[N:23]=[CH:22][CH:21]=[C:20]2[N:18]1[CH:19]=[C:13]2[CH2:12][NH:11][CH2:16][CH2:15][C:14]2=[N:17]1. Reactant: C(OC([N:11]1[CH2:16][CH2:15][C:14]2=[N:17][N:18]([C:20]3[C:29]4[C:24](=[CH:25][CH:26]=[C:27]([O:30][CH3:31])[CH:28]=4)[N:23]=[CH:22][CH:21]=3)[CH:19]=[C:13]2[CH2:12]1)=O)C1C=CC=CC=1. The catalyst class is: 50.